Dataset: Full USPTO retrosynthesis dataset with 1.9M reactions from patents (1976-2016). Task: Predict the reactants needed to synthesize the given product. (1) Given the product [CH2:17]([O:10][C:5]1[CH:4]=[CH:3][C:2]([F:1])=[CH:9][C:6]=1[CH:7]=[O:8])[C:18]1[CH:23]=[CH:22][CH:21]=[CH:20][CH:19]=1, predict the reactants needed to synthesize it. The reactants are: [F:1][C:2]1[CH:3]=[CH:4][C:5]([OH:10])=[C:6]([CH:9]=1)[CH:7]=[O:8].C(=O)([O-])[O-].[K+].[K+].[CH2:17](Br)[C:18]1[CH:23]=[CH:22][CH:21]=[CH:20][CH:19]=1.O. (2) Given the product [CH3:12][O:11][C:5]1[CH:4]=[N:3][C:2]([N:13]2[CH:17]=[N:16][C:15]([C:18]#[N:19])=[N:14]2)=[C:7]2[NH:8][CH:9]=[CH:10][C:6]=12, predict the reactants needed to synthesize it. The reactants are: Cl[C:2]1[N:3]=[CH:4][C:5]([O:11][CH3:12])=[C:6]2[CH:10]=[CH:9][NH:8][C:7]=12.[NH:13]1[CH:17]=[N:16][C:15]([C:18]#[N:19])=[N:14]1.